Dataset: Merck oncology drug combination screen with 23,052 pairs across 39 cell lines. Task: Regression. Given two drug SMILES strings and cell line genomic features, predict the synergy score measuring deviation from expected non-interaction effect. Drug 1: CCC1(O)CC2CN(CCc3c([nH]c4ccccc34)C(C(=O)OC)(c3cc4c(cc3OC)N(C)C3C(O)(C(=O)OC)C(OC(C)=O)C5(CC)C=CCN6CCC43C65)C2)C1. Drug 2: NC(=O)c1cccc2cn(-c3ccc(C4CCCNC4)cc3)nc12. Synergy scores: synergy=30.9. Cell line: SW620.